Dataset: Peptide-MHC class I binding affinity with 185,985 pairs from IEDB/IMGT. Task: Regression. Given a peptide amino acid sequence and an MHC pseudo amino acid sequence, predict their binding affinity value. This is MHC class I binding data. (1) The peptide sequence is LSNGASLTI. The MHC is HLA-A32:01 with pseudo-sequence HLA-A32:01. The binding affinity (normalized) is 0.603. (2) The peptide sequence is CYMHVSDYY. The MHC is HLA-A02:16 with pseudo-sequence HLA-A02:16. The binding affinity (normalized) is 0.0847.